Dataset: Forward reaction prediction with 1.9M reactions from USPTO patents (1976-2016). Task: Predict the product of the given reaction. (1) Given the reactants [Cl:1][C:2]1[S:3][C:4]([Cl:10])=[C:5]([Cl:9])[C:6]=1[CH:7]=O.[C:11]([CH:14]=P(C1C=CC=CC=1)(C1C=CC=CC=1)C1C=CC=CC=1)(=[O:13])[CH3:12], predict the reaction product. The product is: [Cl:1][C:2]1[S:3][C:4]([Cl:10])=[C:5]([Cl:9])[C:6]=1/[CH:7]=[CH:12]/[C:11](=[O:13])[CH3:14]. (2) Given the reactants [F:10][C:9]([F:12])([F:11])[C:8]([F:14])([F:13])[C:7](O[C:7](=[O:15])[C:8]([F:14])([F:13])[C:9]([F:12])([F:11])[F:10])=[O:15].Cl.[CH3:21][NH:22][O:23][CH3:24].N1C=CC=CC=1.Cl, predict the reaction product. The product is: [F:14][C:8]([F:13])([C:9]([F:10])([F:11])[F:12])[C:7]([N:22]([O:23][CH3:24])[CH3:21])=[O:15]. (3) Given the reactants [F:1][C:2]1[CH:3]=[C:4]([CH:32]=[CH:33][C:34]=1[F:35])[CH2:5][NH:6][C:7]([C:9]1[C:17]2[C:12](=[CH:13][C:14]([O:18][CH:19]([CH3:21])[CH3:20])=[CH:15][CH:16]=2)[N:11]([CH2:22][C:23]2[CH:28]=[CH:27][CH:26]=[CH:25][N:24]=2)[C:10]=1[C:29]([OH:31])=O)=[O:8].[NH2:36][CH2:37][CH2:38][OH:39].F[P-](F)(F)(F)(F)F.N1(O[P+](N(C)C)(N(C)C)N(C)C)C2C=CC=CC=2N=N1.CCN(C(C)C)C(C)C, predict the reaction product. The product is: [F:1][C:2]1[CH:3]=[C:4]([CH:32]=[CH:33][C:34]=1[F:35])[CH2:5][NH:6][C:7]([C:9]1[C:17]2[C:12](=[CH:13][C:14]([O:18][CH:19]([CH3:21])[CH3:20])=[CH:15][CH:16]=2)[N:11]([CH2:22][C:23]2[CH:28]=[CH:27][CH:26]=[CH:25][N:24]=2)[C:10]=1[C:29]([NH:36][CH2:37][CH2:38][OH:39])=[O:31])=[O:8].